This data is from Reaction yield outcomes from USPTO patents with 853,638 reactions. The task is: Predict the reaction yield, written as a fraction of the theoretical maximum amount of product (1.0 means a 100% yield; for example, 0.34 means a 34% yield). (1) The reactants are [CH:1]1[C:10]2[C:5](=[CH:6][CH:7]=[CH:8][CH:9]=2)[CH:4]=[CH:3][C:2]=1[S:11]([C:14]1(/[CH:17]=[CH:18]/[C:19]([O:21]C)=[O:20])[CH2:16][CH2:15]1)(=[O:13])=[O:12].Cl. The catalyst is O1CCOCC1. The product is [CH:1]1[C:10]2[C:5](=[CH:6][CH:7]=[CH:8][CH:9]=2)[CH:4]=[CH:3][C:2]=1[S:11]([C:14]1(/[CH:17]=[CH:18]/[C:19]([OH:21])=[O:20])[CH2:16][CH2:15]1)(=[O:13])=[O:12]. The yield is 0.969. (2) The product is [F:1][C:2]1[C:3]([NH:17][CH:19]([O:20][CH3:33])[CH2:18][CH3:28])=[N:4][C:5]([O:8][CH2:9][C:10]2[CH:11]=[CH:12][C:13]([F:16])=[CH:14][CH:15]=2)=[N:6][CH:7]=1. The yield is 0.240. The reactants are [F:1][C:2]1[C:3]([NH2:17])=[N:4][C:5]([O:8][CH2:9][C:10]2[CH:15]=[CH:14][C:13]([F:16])=[CH:12][CH:11]=2)=[N:6][CH:7]=1.[C:18]12([CH2:28]S(O)(=O)=O)C(C)(C)C(CC1)C[C:19]2=[O:20].[CH:33](=O)CC. No catalyst specified. (3) The reactants are [CH3:1][O:2][C:3]1[CH:4]=[C:5]([CH2:15][CH2:16][CH2:17][CH2:18][CH2:19][CH2:20][CH2:21][CH2:22][C:23]2[CH:28]=[CH:27][C:26]([NH:29]C(=O)C)=[CH:25][CH:24]=2)[C:6]2[C:11]([C:12]=1[O:13][CH3:14])=[CH:10][CH:9]=[CH:8][CH:7]=2.Cl. The catalyst is CO. The product is [CH3:1][O:2][C:3]1[CH:4]=[C:5]([CH2:15][CH2:16][CH2:17][CH2:18][CH2:19][CH2:20][CH2:21][CH2:22][C:23]2[CH:24]=[CH:25][C:26]([NH2:29])=[CH:27][CH:28]=2)[C:6]2[C:11]([C:12]=1[O:13][CH3:14])=[CH:10][CH:9]=[CH:8][CH:7]=2. The yield is 0.750. (4) The reactants are [Cl:1][C:2]1[CH:3]=[C:4]2[C:8](=[CH:9][CH:10]=1)[NH:7][CH:6]=[C:5]2[CH2:11][CH2:12][NH:13][C:14](=[O:22])[C:15]1[CH:20]=[CH:19][CH:18]=[CH:17][C:16]=1I.[CH3:23][O:24][C:25]1[CH:30]=[CH:29][C:28](B(O)O)=[CH:27][CH:26]=1.C(=O)([O-])[O-].[Na+].[Na+]. The catalyst is C(COC)OC.O.C1C=CC([P]([Pd]([P](C2C=CC=CC=2)(C2C=CC=CC=2)C2C=CC=CC=2)([P](C2C=CC=CC=2)(C2C=CC=CC=2)C2C=CC=CC=2)[P](C2C=CC=CC=2)(C2C=CC=CC=2)C2C=CC=CC=2)(C2C=CC=CC=2)C2C=CC=CC=2)=CC=1. The product is [Cl:1][C:2]1[CH:3]=[C:4]2[C:8](=[CH:9][CH:10]=1)[NH:7][CH:6]=[C:5]2[CH2:11][CH2:12][NH:13][C:14]([C:15]1[C:16]([C:28]2[CH:29]=[CH:30][C:25]([O:24][CH3:23])=[CH:26][CH:27]=2)=[CH:17][CH:18]=[CH:19][CH:20]=1)=[O:22]. The yield is 0.940. (5) The yield is 0.446. The reactants are Cl.[NH:2]([C:4]1C=C(C=CC=1)C(OCC)=O)[NH2:3].[CH3:15][N:16]1[CH:20]=[C:19]([C:21](=O)[CH2:22][C:23]#[N:24])[CH:18]=[N:17]1. The product is [CH3:4][N:2]1[C:23]([NH2:24])=[CH:22][C:21]([C:19]2[CH:18]=[N:17][N:16]([CH3:15])[CH:20]=2)=[N:3]1. No catalyst specified. (6) The reactants are [NH2:1][C:2]1[CH:10]=[C:9]([O:11][CH3:12])[CH:8]=[C:7]([O:13][CH3:14])[C:3]=1[C:4]([NH2:6])=[O:5].[OH:15][C:16]1[CH:23]=[CH:22][C:19]([CH:20]=O)=[CH:18][CH:17]=1.C([O-])([O-])=O.[K+].[K+].II. The catalyst is CN(C=O)C. The product is [OH:15][C:16]1[CH:23]=[CH:22][C:19]([C:20]2[NH:6][C:4](=[O:5])[C:3]3[C:2](=[CH:10][C:9]([O:11][CH3:12])=[CH:8][C:7]=3[O:13][CH3:14])[N:1]=2)=[CH:18][CH:17]=1. The yield is 0.120. (7) The reactants are [CH3:1][S:2]([NH:5][C:6]1[CH:21]=[CH:20][C:9]2[NH:10][C:11]([CH2:16][C:17](O)=[O:18])=[N:12][S:13](=[O:15])(=[O:14])[C:8]=2[CH:7]=1)(=[O:4])=[O:3].C([O:24][C:25]([C@H:27]1[C@@H:32]([NH:33][CH2:34][C:35]2[CH:40]=[CH:39][C:38]([F:41])=[CH:37][CH:36]=2)[C@H:31]2[CH2:42][C@@H:28]1[CH2:29][CH2:30]2)=O)C.CN1CCOCC1.Cl.CN(C)CCCN=C=NCC.C(N(CC)CC)C. The catalyst is C(#N)C. The product is [F:41][C:38]1[CH:37]=[CH:36][C:35]([CH2:34][N:33]2[C:17](=[O:18])[C:16]([C:11]3[NH:10][C:9]4[CH:20]=[CH:21][C:6]([NH:5][S:2]([CH3:1])(=[O:4])=[O:3])=[CH:7][C:8]=4[S:13](=[O:14])(=[O:15])[N:12]=3)=[C:25]([OH:24])[C@H:27]3[C@@H:32]2[C@H:31]2[CH2:42][C@@H:28]3[CH2:29][CH2:30]2)=[CH:40][CH:39]=1. The yield is 0.780. (8) The reactants are [CH3:1][C:2]([N:6]([CH3:11])[CH:7]1[CH2:10][O:9][CH2:8]1)([CH3:5])[CH:3]=O.N1CCCC1.[NH2:17][C:18]1[N:23]=[CH:22][N:21]=[C:20]2[N:24]([CH2:41][C@@H:42]3[CH2:46][CH2:45][CH2:44][N:43]3[C:47](=[O:51])[CH2:48][C:49]#[N:50])[N:25]=[C:26]([C:27]3[CH:32]=[CH:31][C:30]([O:33][C:34]4[CH:39]=[CH:38][CH:37]=[CH:36][CH:35]=4)=[CH:29][C:28]=3[F:40])[C:19]=12.CCOC(C)=O. The catalyst is C(Cl)Cl. The product is [NH2:17][C:18]1[N:23]=[CH:22][N:21]=[C:20]2[N:24]([CH2:41][C@@H:42]3[CH2:46][CH2:45][CH2:44][N:43]3[C:47]([C:48](=[CH:3][C:2]([CH3:1])([N:6]([CH3:11])[CH:7]3[CH2:10][O:9][CH2:8]3)[CH3:5])[C:49]#[N:50])=[O:51])[N:25]=[C:26]([C:27]3[CH:32]=[CH:31][C:30]([O:33][C:34]4[CH:35]=[CH:36][CH:37]=[CH:38][CH:39]=4)=[CH:29][C:28]=3[F:40])[C:19]=12. The yield is 0.795.